From a dataset of Catalyst prediction with 721,799 reactions and 888 catalyst types from USPTO. Predict which catalyst facilitates the given reaction. (1) Reactant: [Cl:1][C:2]1[N:3]=[CH:4][NH:5][C:6]=1[Cl:7].[OH-].[K+].[Br:10][CH2:11][CH2:12][CH2:13][CH2:14][CH2:15][CH2:16][CH2:17][CH2:18][CH2:19][CH2:20][CH2:21]C.[K+].[Br-].Br[CH2:26][C:27]1[CH:36]=[CH:35][C:34]2[C:29](=[CH:30][CH:31]=[CH:32][CH:33]=2)[CH:28]=1. Product: [Br-:10].[CH2:21]([C:35]1[C:34]2[C:29](=[CH:30][CH:31]=[CH:32][CH:33]=2)[CH:28]=[C:27]([CH3:26])[C:36]=1[N+:3]1[C:2]([Cl:1])=[C:6]([Cl:7])[NH:5][CH:4]=1)[CH2:20][CH2:19][CH2:18][CH2:17][CH2:16][CH2:15][CH2:14][CH2:13][CH2:12][CH3:11]. The catalyst class is: 10. (2) Reactant: [N:1]([CH2:4][CH2:5][C:6]1[C:14]2[C:9](=[CH:10][C:11]([Cl:16])=[C:12]([CH3:15])[CH:13]=2)[NH:8][C:7]=1[Si](CC)(CC)CC)=[N+]=[N-].C1(P(C2C=CC=CC=2)C2C=CC=CC=2)C=CC=CC=1. Product: [Cl:16][C:11]1[CH:10]=[C:9]2[C:14]([C:6]([CH2:5][CH2:4][NH2:1])=[CH:7][NH:8]2)=[CH:13][C:12]=1[CH3:15]. The catalyst class is: 5. (3) Reactant: [CH3:1][O:2][C:3]([C:5]1[C:6]([NH:15][C:16]2[CH:21]=[CH:20][C:19]([CH:22]=[CH2:23])=[CH:18][C:17]=2[F:24])=[C:7]([F:14])[C:8]2[N:9]([CH:11]=[CH:12][N:13]=2)[CH:10]=1)=[O:4]. Product: [CH3:1][O:2][C:3]([C:5]1[C:6]([NH:15][C:16]2[CH:21]=[CH:20][C:19]([CH2:22][CH3:23])=[CH:18][C:17]=2[F:24])=[C:7]([F:14])[C:8]2[N:9]([CH:11]=[CH:12][N:13]=2)[CH:10]=1)=[O:4]. The catalyst class is: 29. (4) Reactant: [C:1]([N:8]1[CH2:13][CH2:12][NH:11][CH2:10][CH2:9]1)([O:3][C:4]([CH3:7])([CH3:6])[CH3:5])=[O:2].C(=O)([O-])[O-].[K+].[K+].CN(C=O)C.F[C:26]1[CH:33]=[CH:32][C:29]([CH:30]=[O:31])=[CH:28][C:27]=1[I:34]. Product: [CH:30]([C:29]1[CH:32]=[CH:33][C:26]([N:11]2[CH2:10][CH2:9][N:8]([C:1]([O:3][C:4]([CH3:7])([CH3:6])[CH3:5])=[O:2])[CH2:13][CH2:12]2)=[C:27]([I:34])[CH:28]=1)=[O:31]. The catalyst class is: 6. (5) Reactant: [CH3:1][C:2]1[CH:18]=[CH:17][C:5]([C:6]([O:8]C2C=CC(C#N)=CC=2)=O)=[CH:4][CH:3]=1.[CH3:19][C:20]1([CH3:28])[CH2:25][CH2:24][C:23](=[O:26])[CH2:22][C:21]1=[O:27].C(N(CC)CC)C.CC(C)(O)C#N. Product: [CH3:1][C:2]1[CH:3]=[CH:4][C:5]([C:6]([CH:22]2[C:21](=[O:27])[C:20]([CH3:28])([CH3:19])[CH2:25][CH2:24][C:23]2=[O:26])=[O:8])=[CH:17][CH:18]=1. The catalyst class is: 10. (6) Reactant: [H-].[Na+].C(OP([CH2:11][C:12]([O:14][CH2:15][CH3:16])=[O:13])(OCC)=O)C.[CH2:17]([C@H:19]1[C@@H:23]([C:24]2[N:28]3[C:29]4[CH:35]=[CH:34][N:33]([S:36]([C:39]5[CH:45]=[CH:44][C:42]([CH3:43])=[CH:41][CH:40]=5)(=[O:38])=[O:37])[C:30]=4[N:31]=[CH:32][C:27]3=[N:26][N:25]=2)[CH2:22][C:21](=O)[CH2:20]1)[CH3:18].C([O-])(O)=O.[Na+]. Product: [CH2:17]([C@H:19]1[C@@H:23]([C:24]2[N:28]3[C:29]4[CH:35]=[CH:34][N:33]([S:36]([C:39]5[CH:40]=[CH:41][C:42]([CH3:43])=[CH:44][CH:45]=5)(=[O:37])=[O:38])[C:30]=4[N:31]=[CH:32][C:27]3=[N:26][N:25]=2)[CH2:22][C:21](=[CH:11][C:12]([O:14][CH2:15][CH3:16])=[O:13])[CH2:20]1)[CH3:18]. The catalyst class is: 49. (7) Reactant: C([N:8]1[CH2:13][CH2:12][C:11]([C:15]2[CH:20]=[C:19]([F:21])[CH:18]=[CH:17][C:16]=2[O:22][CH3:23])([OH:14])[CH2:10][CH2:9]1)C1C=CC=CC=1. Product: [F:21][C:19]1[CH:18]=[CH:17][C:16]([O:22][CH3:23])=[C:15]([C:11]2([OH:14])[CH2:10][CH2:9][NH:8][CH2:13][CH2:12]2)[CH:20]=1. The catalyst class is: 5.